This data is from Reaction yield outcomes from USPTO patents with 853,638 reactions. The task is: Predict the reaction yield, written as a fraction of the theoretical maximum amount of product (1.0 means a 100% yield; for example, 0.34 means a 34% yield). The reactants are Cl[C:2]1[CH:3]=[CH:4][C:5]2[N:6]([C:8]([C:11]3[CH:16]=[CH:15][CH:14]=[C:13]([O:17][C:18]([F:21])([F:20])[F:19])[CH:12]=3)=[CH:9][N:10]=2)[N:7]=1.Cl.[NH2:23][CH2:24][CH2:25][C:26]([CH3:29])([OH:28])[CH3:27].C([O-])(O)=O.[Na+]. The catalyst is CN1C(=O)CCC1. The product is [CH3:27][C:26]([OH:28])([CH2:25][CH2:24][NH:23][C:2]1[CH:3]=[CH:4][C:5]2[N:6]([C:8]([C:11]3[CH:16]=[CH:15][CH:14]=[C:13]([O:17][C:18]([F:21])([F:20])[F:19])[CH:12]=3)=[CH:9][N:10]=2)[N:7]=1)[CH3:29]. The yield is 0.480.